Task: Predict which catalyst facilitates the given reaction.. Dataset: Catalyst prediction with 721,799 reactions and 888 catalyst types from USPTO (1) The catalyst class is: 17. Reactant: [CH2:1]([OH:7])[CH2:2][CH2:3][CH2:4][CH2:5][CH3:6].[H-].[Na+].[F:10][C:11]1[C:16]([C:17]2[C:22]([F:23])=[C:21]([F:24])[C:20]([CH:25]([S:33]([C:36]([F:39])([F:38])[F:37])(=[O:35])=[O:34])[S:26]([C:29]([F:32])([F:31])[F:30])(=[O:28])=[O:27])=[C:19]([F:40])[C:18]=2[F:41])=[C:15]([F:42])[C:14]([F:43])=[C:13](F)[C:12]=1[F:45].O.Cl. Product: [CH2:1]([O:7][C:13]1[C:12]([F:45])=[C:11]([F:10])[C:16]([C:17]2[C:18]([F:41])=[C:19]([F:40])[C:20]([CH:25]([S:26]([C:29]([F:30])([F:31])[F:32])(=[O:27])=[O:28])[S:33]([C:36]([F:37])([F:38])[F:39])(=[O:35])=[O:34])=[C:21]([F:24])[C:22]=2[F:23])=[C:15]([F:42])[C:14]=1[F:43])[CH2:2][CH2:3][CH2:4][CH2:5][CH3:6]. (2) Reactant: [N+:1]([C:4]1[CH:9]=[CH:8][C:7]([C:10]2([C:18]#[N:19])[CH2:15][CH2:14][S:13](=[O:17])(=[O:16])[CH2:12][CH2:11]2)=[CH:6][CH:5]=1)([O-])=O.O.[NH4+].[Cl-]. Product: [NH2:1][C:4]1[CH:9]=[CH:8][C:7]([C:10]2([C:18]#[N:19])[CH2:15][CH2:14][S:13](=[O:17])(=[O:16])[CH2:12][CH2:11]2)=[CH:6][CH:5]=1. The catalyst class is: 447.